This data is from Forward reaction prediction with 1.9M reactions from USPTO patents (1976-2016). The task is: Predict the product of the given reaction. (1) Given the reactants [F:1][CH:2]1[CH:7]([OH:8])[CH2:6][CH2:5][N:4]([C:9]([O:11][C:12]([CH3:15])([CH3:14])[CH3:13])=[O:10])[CH2:3]1.C(N(CC)CC)C.[CH3:23][S:24](Cl)(=[O:26])=[O:25], predict the reaction product. The product is: [F:1][CH:2]1[CH:7]([O:8][S:24]([CH3:23])(=[O:26])=[O:25])[CH2:6][CH2:5][N:4]([C:9]([O:11][C:12]([CH3:15])([CH3:14])[CH3:13])=[O:10])[CH2:3]1. (2) Given the reactants [ClH:1].CS(N1CCNCC1)(=O)=O.C(O)(=O)C.O=C1CCN(C(OC(C)(C)C)=O)CC1.[BH-](OC(C)=O)(OC(C)=O)OC(C)=O.[Na+].C([O-])([O-])=O.[Na+].[Na+].[CH3:50][S:51]([N:54]1[CH2:59][CH2:58][N:57]([CH:60]2[CH2:65][CH2:64][N:63](C(OC(C)(C)C)=O)[CH2:62][CH2:61]2)[CH2:56][CH2:55]1)(=[O:53])=[O:52].Cl, predict the reaction product. The product is: [ClH:1].[ClH:1].[CH3:50][S:51]([N:54]1[CH2:55][CH2:56][N:57]([CH:60]2[CH2:65][CH2:64][NH:63][CH2:62][CH2:61]2)[CH2:58][CH2:59]1)(=[O:52])=[O:53]. (3) The product is: [CH3:41][C@H:39]1[CH2:40][N:35]2[N:34]=[CH:33][C:32]([N:9]3[CH2:8][CH:7]([C:2]4[CH:3]=[CH:4][CH:5]=[CH:6][N:1]=4)[O:11][C:10]3=[O:12])=[C:36]2[CH2:37][N:38]1[C:42]([O:44][C:45]([CH3:46])([CH3:48])[CH3:47])=[O:43]. Given the reactants [N:1]1[CH:6]=[CH:5][CH:4]=[CH:3][C:2]=1[CH:7]1[O:11][C:10](=[O:12])[NH:9][CH2:8]1.[O-]P([O-])([O-])=O.[K+].[K+].[K+].CN[C@@H]1CCCC[C@H]1NC.I[C:32]1[CH:33]=[N:34][N:35]2[CH2:40][C@H:39]([CH3:41])[N:38]([C:42]([O:44][C:45]([CH3:48])([CH3:47])[CH3:46])=[O:43])[CH2:37][C:36]=12, predict the reaction product. (4) Given the reactants Cl[C:2]1[N:10]=[CH:9][N:8]=[C:7]2[C:3]=1[N:4]([CH2:11][C:12]1[CH:13]=[CH:14][C:15]3[S:20][C:19]4[N:21]=[CH:22][CH:23]=[N:24][C:18]=4[N:17]([CH2:25][O:26][CH3:27])[C:16]=3[CH:28]=1)[CH:5]=[N:6]2.[CH2:29]([O:31][C:32]([Sn](CCCC)(CCCC)CCCC)=[CH2:33])[CH3:30], predict the reaction product. The product is: [CH2:32]([O:31][C:29]([C:2]1[N:10]=[CH:9][N:8]=[C:7]2[C:3]=1[N:4]([CH2:11][C:12]1[CH:13]=[CH:14][C:15]3[S:20][C:19]4[N:21]=[CH:22][CH:23]=[N:24][C:18]=4[N:17]([CH2:25][O:26][CH3:27])[C:16]=3[CH:28]=1)[CH:5]=[N:6]2)=[CH2:30])[CH3:33]. (5) The product is: [OH:26][CH:15]1[C:14](=[O:17])[N:13]2[C@@H:9]([C:6]3[CH:5]=[CH:4][C:3]([O:2][CH3:1])=[CH:8][CH:7]=3)[O:10][CH2:11][C@@H:12]2[CH2:16]1. Given the reactants [CH3:1][O:2][C:3]1[CH:8]=[CH:7][C:6]([C@@H:9]2[N:13]3[C:14](=[O:17])[CH2:15][CH2:16][C@H:12]3[CH2:11][O:10]2)=[CH:5][CH:4]=1.[Li+].CC([N-]C(C)C)C.[O:26]1CN1.CCOC(C)=O, predict the reaction product. (6) Given the reactants [C:1]([C:5]1[CH:6]=[C:7]([C:14]23[CH2:23][C:18]4([CH3:24])[CH2:19][CH:20]([CH2:22][C:16]([CH3:25])([CH2:17]4)[CH2:15]2)[CH2:21]3)[C:8]([OH:13])=[C:9]([CH:12]=1)[CH2:10]Br)([CH3:4])([CH3:3])[CH3:2].[C@@H:26]1([SH:35])[CH2:33][CH2:32][CH2:31][CH2:30][CH2:29][CH2:28][C@H:27]1[SH:34].C(N([CH2:41][CH3:42])CC)C.[Cl-].[NH4+], predict the reaction product. The product is: [C:1]([C:5]1[CH:6]=[C:7]([C:14]23[CH2:23][C:18]4([CH3:24])[CH2:19][CH:20]([CH2:22][C:16]([CH3:25])([CH2:17]4)[CH2:15]2)[CH2:21]3)[C:8]([OH:13])=[C:9]([CH:12]=1)[CH2:10][S:34][C@@H:27]1[CH2:28][CH2:29][CH2:30][CH2:31][CH2:32][CH2:33][C@H:26]1[S:35][CH2:10][C:9]1[CH:12]=[C:5]([C:1]([CH3:2])([CH3:3])[CH3:4])[CH:6]=[C:7]([C:14]23[CH2:15][C:16]4([CH3:25])[CH2:17][CH:18]([CH2:19][C:41]([CH3:42])([CH2:22]4)[CH2:21]2)[CH2:23]3)[C:8]=1[OH:13])([CH3:4])([CH3:3])[CH3:2].